This data is from Forward reaction prediction with 1.9M reactions from USPTO patents (1976-2016). The task is: Predict the product of the given reaction. (1) Given the reactants [Cl:1][C:2](Cl)([O:4]C(=O)OC(Cl)(Cl)Cl)Cl.[F:13][C:14]([F:49])([F:48])[C:15]1[CH:16]=[C:17]([CH:25]([C:42]2[N:43]=[N:44][N:45]([CH3:47])[N:46]=2)[N:26]2[C:35]3[C:30](=[CH:31][CH:32]=[C:33]([C:36]([F:39])([F:38])[F:37])[CH:34]=3)[NH:29][CH:28]([CH2:40][CH3:41])[CH2:27]2)[CH:18]=[C:19]([C:21]([F:24])([F:23])[F:22])[CH:20]=1.CCN(C(C)C)C(C)C, predict the reaction product. The product is: [F:24][C:21]([F:22])([F:23])[C:19]1[CH:18]=[C:17]([CH:25]([C:42]2[N:43]=[N:44][N:45]([CH3:47])[N:46]=2)[N:26]2[C:35]3[C:30](=[CH:31][CH:32]=[C:33]([C:36]([F:38])([F:37])[F:39])[CH:34]=3)[N:29]([C:2]([Cl:1])=[O:4])[CH:28]([CH2:40][CH3:41])[CH2:27]2)[CH:16]=[C:15]([C:14]([F:49])([F:48])[F:13])[CH:20]=1. (2) Given the reactants [CH3:1][C:2]1[C:8]([C:9]([O:11][CH3:12])=[O:10])=[C:7]([CH3:13])O[C:4](=[O:5])[CH:3]=1.Cl.[NH2:15][NH2:16], predict the reaction product. The product is: [CH3:12][O:11][C:9]([C:8]1[C:2]([CH3:1])=[CH:3][C:4](=[O:5])[N:15]([NH2:16])[C:7]=1[CH3:13])=[O:10].